Dataset: Catalyst prediction with 721,799 reactions and 888 catalyst types from USPTO. Task: Predict which catalyst facilitates the given reaction. (1) Reactant: [CH3:1][C:2]1[CH:7]=[CH:6][CH:5]=[CH:4][C:3]=1[C:8]1[NH:12][CH:11]=[C:10]([C:13]#[N:14])[CH:9]=1.C(N(C(C)C)CC)(C)C.[N:24]1[CH:29]=[CH:28][CH:27]=[C:26]([S:30](Cl)(=[O:32])=[O:31])[CH:25]=1.Cl. Product: [CH3:1][C:2]1[CH:7]=[CH:6][CH:5]=[CH:4][C:3]=1[C:8]1[N:12]([S:30]([C:26]2[CH:25]=[N:24][CH:29]=[CH:28][CH:27]=2)(=[O:32])=[O:31])[CH:11]=[C:10]([C:13]#[N:14])[CH:9]=1. The catalyst class is: 47. (2) Reactant: [C:1]([O:5][C:6]([N:8]1[CH2:12][CH2:11][CH2:10][C@H:9]1[CH2:13][OH:14])=[O:7])([CH3:4])([CH3:3])[CH3:2].[Br:15][C:16]1[CH:17]=[C:18](O)[CH:19]=[N:20][CH:21]=1.C1C=CC(P(C2C=CC=CC=2)C2C=CC=CC=2)=CC=1.N(C(OCC)=O)=NC(OCC)=O. Product: [Br:15][C:16]1[CH:21]=[N:20][CH:19]=[C:18]([O:14][CH2:13][C@@H:9]2[CH2:10][CH2:11][CH2:12][N:8]2[C:6]([O:5][C:1]([CH3:4])([CH3:3])[CH3:2])=[O:7])[CH:17]=1. The catalyst class is: 1. (3) Reactant: C([O:8][C:9]1[CH:14]=[CH:13][C:12]([C:15]2[N:19]([CH3:20])[C:18]([C:21]34[CH2:28][CH2:27][C:24]([C:29]5[CH:34]=[CH:33][CH:32]=[CH:31][CH:30]=5)([CH2:25][CH2:26]3)[CH2:23][CH2:22]4)=[N:17][N:16]=2)=[C:11]([C:35]([F:38])([F:37])[F:36])[CH:10]=1)C1C=CC=CC=1. Product: [CH3:20][N:19]1[C:18]([C:21]23[CH2:22][CH2:23][C:24]([C:29]4[CH:34]=[CH:33][CH:32]=[CH:31][CH:30]=4)([CH2:25][CH2:26]2)[CH2:27][CH2:28]3)=[N:17][N:16]=[C:15]1[C:12]1[CH:13]=[CH:14][C:9]([OH:8])=[CH:10][C:11]=1[C:35]([F:37])([F:36])[F:38]. The catalyst class is: 407. (4) Reactant: [N+:1]([C:4]1[CH:12]=[CH:11][CH:10]=[C:9]2[C:5]=1[C:6]([CH2:13][C:14]([O:16][CH2:17][CH3:18])=[O:15])=[CH:7][NH:8]2)([O-:3])=[O:2].[Br:19]N1C(=O)CCC1=O. Product: [Br:19][C:7]1[NH:8][C:9]2[C:5]([C:6]=1[CH2:13][C:14]([O:16][CH2:17][CH3:18])=[O:15])=[C:4]([N+:1]([O-:3])=[O:2])[CH:12]=[CH:11][CH:10]=2. The catalyst class is: 52. (5) Reactant: [Br-:1].[Br-].C1(P(C2C=CC=CC=2)C2C=CC=CC=2)C=CC=CC=1.C(#N)C.[O:25]1[C:29]2[CH:30]=[CH:31][CH:32]=[CH:33][C:28]=2[C:27]([CH2:34][CH2:35]O)=[CH:26]1. Product: [Br:1][CH2:35][CH2:34][C:27]1[C:28]2[CH:33]=[CH:32][CH:31]=[CH:30][C:29]=2[O:25][CH:26]=1. The catalyst class is: 244. (6) Reactant: [H-].[Na+].Br[CH2:4][C:5]1[CH:15]=[CH:14][C:8]([C:9]([O:11][CH2:12][CH3:13])=[O:10])=[CH:7][CH:6]=1.C(OP(OCC)OCC)C.[CH:26](=O)[C:27]1[O:31][CH:30]=[CH:29][CH:28]=1. Product: [CH2:12]([O:11][C:9](=[O:10])[C:8]1[CH:14]=[CH:15][C:5](/[CH:4]=[CH:26]/[C:27]2[O:31][CH:30]=[CH:29][CH:28]=2)=[CH:6][CH:7]=1)[CH3:13]. The catalyst class is: 7. (7) Reactant: [Cl:1][C:2]1[CH:8]=[CH:7][C:5]([NH2:6])=[CH:4][CH:3]=1.C(=O)([O-])[O-].[Na+].[Na+].[C:15](Cl)(=[O:20])[C:16]([CH3:19])([CH3:18])[CH3:17]. Product: [Cl:1][C:2]1[CH:8]=[CH:7][C:5]([NH:6][C:15](=[O:20])[C:16]([CH3:19])([CH3:18])[CH3:17])=[CH:4][CH:3]=1. The catalyst class is: 4.